This data is from Full USPTO retrosynthesis dataset with 1.9M reactions from patents (1976-2016). The task is: Predict the reactants needed to synthesize the given product. (1) Given the product [Cl:1][C:2]1[CH:11]=[C:10]([C:12]([NH:15][C:16]2[C:17]([CH3:28])=[CH:18][C:19]([C:20]([O:22][CH2:23][CH3:24])=[O:21])=[CH:25][C:26]=2[CH3:27])=[O:14])[C:9]2[C:4](=[CH:5][CH:6]=[CH:7][CH:8]=2)[N:3]=1, predict the reactants needed to synthesize it. The reactants are: [Cl:1][C:2]1[CH:11]=[C:10]([C:12]([OH:14])=O)[C:9]2[C:4](=[CH:5][CH:6]=[CH:7][CH:8]=2)[N:3]=1.[NH2:15][C:16]1[C:26]([CH3:27])=[CH:25][C:19]([C:20]([O:22][CH2:23][CH3:24])=[O:21])=[CH:18][C:17]=1[CH3:28].C(N(CC)C(C)C)(C)C.CCCP1(OP(CCC)(=O)OP(CCC)(=O)O1)=O. (2) Given the product [ClH:30].[CH:21]1[C:22]2[C:17](=[CH:16][C:15]([B:1]([OH:6])[OH:2])=[CH:24][CH:23]=2)[CH:18]=[CH:19][N:20]=1, predict the reactants needed to synthesize it. The reactants are: [B:1](OC(C)C)([O:6]C(C)C)[O:2]C(C)C.Br[C:15]1[CH:16]=[C:17]2[C:22](=[CH:23][CH:24]=1)[CH:21]=[N:20][CH:19]=[CH:18]2.C([Li])CCC.[ClH:30]. (3) Given the product [C:52]([OH:53])([C:26]([F:29])([F:28])[F:27])=[O:55].[CH3:14][C:11]1[CH:12]=[CH:13][C:8]([S:7][CH2:6][C:5]2[CH:35]=[CH:36][C:2]([C:42]3[CH:43]=[CH:44][C:39]([C:38]([F:49])([F:48])[F:37])=[CH:40][CH:41]=3)=[CH:3][CH:4]=2)=[C:9]([C:15]2[N:20]=[C:19]([N:21]3[C:25]([C:26]([F:28])([F:29])[F:27])=[C:24]([C:30]([OH:32])=[O:31])[CH:23]=[N:22]3)[CH:18]=[CH:17][CH:16]=2)[CH:10]=1, predict the reactants needed to synthesize it. The reactants are: Br[C:2]1[CH:36]=[CH:35][C:5]([CH2:6][S:7][C:8]2[CH:13]=[CH:12][C:11]([CH3:14])=[CH:10][C:9]=2[C:15]2[N:20]=[C:19]([N:21]3[C:25]([C:26]([F:29])([F:28])[F:27])=[C:24]([C:30]([O:32]CC)=[O:31])[CH:23]=[N:22]3)[CH:18]=[CH:17][CH:16]=2)=[CH:4][CH:3]=1.[F:37][C:38]([F:49])([F:48])[C:39]1[CH:44]=[CH:43][C:42](B(O)O)=[CH:41][CH:40]=1.[F-].[Cs+].[C:52](=[O:55])([O-])[O-:53].[Na+].[Na+].[OH-].[Na+]. (4) Given the product [Br:23][C:20]1[CH:19]=[N:18][C:17]([N:8]2[CH2:9][CH2:10][C@H:6]([NH:5][CH2:4][C:3]3[CH:11]=[CH:12][C:13]([Cl:15])=[CH:14][C:2]=3[Cl:1])[CH2:7]2)=[N:22][CH:21]=1, predict the reactants needed to synthesize it. The reactants are: [Cl:1][C:2]1[CH:14]=[C:13]([Cl:15])[CH:12]=[CH:11][C:3]=1[CH2:4][NH:5][C@H:6]1[CH2:10][CH2:9][NH:8][CH2:7]1.Cl[C:17]1[N:22]=[CH:21][C:20]([Br:23])=[CH:19][N:18]=1.C(N(C(C)C)CC)(C)C. (5) The reactants are: C(Cl)[O:2][CH3:3].[H-].[Na+].[C:7]([C:10]1[CH:15]=[CH:14][CH:13]=C[CH:11]=1)(=O)[CH3:8].[O-]CC.[Na+].Cl.[NH2:21][C:22]([NH2:24])=[NH:23].[CH2:25]1[CH2:29]O[CH2:27][CH2:26]1. Given the product [NH2:23][C:22]1[N:24]=[C:25]([C:29]2[CH:11]=[C:10]([C:15]3[CH:14]=[CH:13][N:23]=[C:22]([NH2:24])[N:21]=3)[CH:7]=[CH:8][C:3]=2[OH:2])[CH:26]=[CH:27][N:21]=1, predict the reactants needed to synthesize it.